This data is from Catalyst prediction with 721,799 reactions and 888 catalyst types from USPTO. The task is: Predict which catalyst facilitates the given reaction. Reactant: C([O:4][C@H:5]1[CH2:22][CH2:21][C@@:20]2([CH3:23])[C@@H:7]([CH2:8][CH2:9][C@:10]3([CH3:49])[C@@H:19]2[CH2:18][CH2:17][C@H:16]2[C@@:11]3([CH3:48])[CH2:12][CH2:13][C@@:14]3([C:30]([N:32]4[CH2:36][CH2:35][CH2:34][C@@H:33]4[C:37]4[NH:38][C:39]([C:42]5[CH:47]=[CH:46][CH:45]=[CH:44][CH:43]=5)=[CH:40][N:41]=4)=[O:31])[CH2:26][CH2:25][C@@H:24]([C:27]([CH3:29])=[CH2:28])[C@@H:15]32)[C:6]1([CH3:51])[CH3:50])(=O)C.C(=O)([O-])[O-].[K+].[K+]. Product: [OH:4][C@H:5]1[CH2:22][CH2:21][C@@:20]2([CH3:23])[C@@H:7]([CH2:8][CH2:9][C@:10]3([CH3:49])[C@@H:19]2[CH2:18][CH2:17][C@H:16]2[C@@:11]3([CH3:48])[CH2:12][CH2:13][C@@:14]3([C:30]([N:32]4[CH2:36][CH2:35][CH2:34][C@@H:33]4[C:37]4[NH:38][C:39]([C:42]5[CH:43]=[CH:44][CH:45]=[CH:46][CH:47]=5)=[CH:40][N:41]=4)=[O:31])[CH2:26][CH2:25][C@@H:24]([C:27]([CH3:29])=[CH2:28])[C@@H:15]32)[C:6]1([CH3:51])[CH3:50]. The catalyst class is: 36.